This data is from Catalyst prediction with 721,799 reactions and 888 catalyst types from USPTO. The task is: Predict which catalyst facilitates the given reaction. (1) Reactant: [NH2:1][C:2]1[N:6]([CH3:7])[C:5](=[O:8])[C:4]([C:17]2[CH:22]=[CH:21][C:20]([O:23][CH:24]([F:26])[F:25])=[C:19]([Cl:27])[CH:18]=2)([C:9]2[CH:14]=[CH:13][C:12]([F:15])=[C:11]([OH:16])[CH:10]=2)[N:3]=1.[CH2:28](I)[CH2:29][CH3:30].C([O-])([O-])=O.[Cs+].[Cs+]. Product: [NH2:1][C:2]1[N:6]([CH3:7])[C:5](=[O:8])[C:4]([C:17]2[CH:22]=[CH:21][C:20]([O:23][CH:24]([F:25])[F:26])=[C:19]([Cl:27])[CH:18]=2)([C:9]2[CH:14]=[CH:13][C:12]([F:15])=[C:11]([O:16][CH2:28][CH2:29][CH3:30])[CH:10]=2)[N:3]=1. The catalyst class is: 3. (2) Product: [Cl:1][C:2]1[CH:3]=[CH:4][C:5]([S:9][CH2:10][C:11]2[CH:16]=[CH:15][C:14]([N+:17]([O-:19])=[O:18])=[CH:13][CH:12]=2)=[C:6]([NH:7][S:29]([C:21]2[O:20][C:24]3[CH:25]=[CH:26][CH:27]=[CH:28][C:23]=3[CH:22]=2)(=[O:30])=[O:31])[CH:8]=1. Reactant: [Cl:1][C:2]1[CH:3]=[CH:4][C:5]([S:9][CH2:10][C:11]2[CH:16]=[CH:15][C:14]([N+:17]([O-:19])=[O:18])=[CH:13][CH:12]=2)=[C:6]([CH:8]=1)[NH2:7].[O:20]1[C:24]2[CH:25]=[CH:26][CH:27]=[CH:28][C:23]=2[CH:22]=[C:21]1[S:29](Cl)(=[O:31])=[O:30]. The catalyst class is: 17.